This data is from Reaction yield outcomes from USPTO patents with 853,638 reactions. The task is: Predict the reaction yield, written as a fraction of the theoretical maximum amount of product (1.0 means a 100% yield; for example, 0.34 means a 34% yield). (1) The reactants are C(O[C:5](=[O:7])C)(=O)C.C(O)=O.N[C:12]1[CH:20]=[C:19]2[C:15]([C:16](=CC3NC4CCN(CCN(CC)CC)C(=O)C=4C=3C)[C:17](=[O:21])[NH:18]2)=[CH:14][C:13]=1[F:41].[NH:42]1CCCCC1. The catalyst is O1CCCC1. The product is [F:41][C:13]1[CH:14]=[C:15]2[C:19](=[C:20]([NH:42][CH:5]=[O:7])[CH:12]=1)[NH:18][C:17](=[O:21])[CH2:16]2. The yield is 0.990. (2) The reactants are [CH3:1][O:2][CH2:3][CH2:4][O:5][C:6]1[N:14]=[C:13]2[C:9]([N:10]=[CH:11][NH:12]2)=[C:8]([NH2:15])[N:7]=1.[Br:16][CH2:17][C:18]1[CH:23]=[CH:22][CH:21]=[C:20]([CH2:24]Br)[CH:19]=1.C(=O)([O-])[O-].[K+].[K+]. The catalyst is CN(C=O)C.C(OCC)(=O)C. The product is [Br:16][CH2:17][C:18]1[CH:19]=[C:20]([CH:21]=[CH:22][CH:23]=1)[CH2:24][N:12]1[CH:11]=[N:10][C:9]2[C:13]1=[N:14][C:6]([O:5][CH2:4][CH2:3][O:2][CH3:1])=[N:7][C:8]=2[NH2:15]. The yield is 0.590. (3) The reactants are [CH:1]12[N:8]([CH2:9][CH2:10][CH2:11][CH:12]([C:24]3[CH:31]=[CH:30][C:27]([C:28]#[N:29])=[CH:26][CH:25]=3)[O:13][C:14]3[CH:19]=[CH:18][C:17]([O:20][CH3:21])=[C:16]([O:22][CH3:23])[CH:15]=3)[CH:5]([CH2:6][CH2:7]1)[CH2:4][NH:3][CH2:2]2.[C:32](O[C:32]([O:34][C:35]([CH3:38])([CH3:37])[CH3:36])=[O:33])([O:34][C:35]([CH3:38])([CH3:37])[CH3:36])=[O:33]. The catalyst is C1COCC1. The product is [C:28]([C:27]1[CH:30]=[CH:31][C:24]([CH:12]([O:13][C:14]2[CH:19]=[CH:18][C:17]([O:20][CH3:21])=[C:16]([O:22][CH3:23])[CH:15]=2)[CH2:11][CH2:10][CH2:9][N:8]2[CH:1]3[CH2:7][CH2:6][CH:5]2[CH2:4][N:3]([C:32]([O:34][C:35]([CH3:38])([CH3:37])[CH3:36])=[O:33])[CH2:2]3)=[CH:25][CH:26]=1)#[N:29]. The yield is 0.560. (4) The reactants are [CH3:1][O:2][C:3]1[CH:8]=[CH:7][C:6](/[CH:9]=[CH:10]/[C:11]2[CH:16]=[CH:15][C:14]([N+:17]([O-])=O)=[CH:13][CH:12]=2)=[CH:5][CH:4]=1.[Sn].[OH-].[Na+]. The catalyst is C(O)C.Cl. The product is [CH3:1][O:2][C:3]1[CH:4]=[CH:5][C:6](/[CH:9]=[CH:10]/[C:11]2[CH:12]=[CH:13][C:14]([NH2:17])=[CH:15][CH:16]=2)=[CH:7][CH:8]=1. The yield is 0.690. (5) The reactants are C[Al](C)C.[C:5]1([CH3:11])[CH:10]=[CH:9][CH:8]=[CH:7][CH:6]=1.O1[CH2:17][CH2:16][CH2:15][CH2:14][CH2:13]1.C[Al].[F:20][C:21]1C=CC(CCl)=[CH:23][CH:22]=1.[Li][CH2:30]CCC. The catalyst is Cl[Ni](Cl)([P](C1C=CC=CC=1)(C1C=CC=CC=1)C1C=CC=CC=1)[P](C1C=CC=CC=1)(C1C=CC=CC=1)C1C=CC=CC=1.C1COCC1. The product is [C:5]1(/[C:11](=[CH:13]/[CH2:14][C:15]2[CH:23]=[CH:22][C:21]([F:20])=[CH:17][CH:16]=2)/[CH3:30])[CH:10]=[CH:9][CH:8]=[CH:7][CH:6]=1. The yield is 0.820. (6) The reactants are CO[CH:3](OC)[N:4]([CH3:6])[CH3:5].[I:9][C:10]1[CH:15]=[C:14]([N+:16]([O-:18])=[O:17])[C:13]([CH3:19])=[CH:12][C:11]=1[F:20]. The catalyst is CN(C=O)C. The product is [I:9][C:10]1[C:11]([F:20])=[CH:12][C:13]([CH:19]=[CH:3][N:4]([CH3:6])[CH3:5])=[C:14]([N+:16]([O-:18])=[O:17])[CH:15]=1. The yield is 0.620.